This data is from Reaction yield outcomes from USPTO patents with 853,638 reactions. The task is: Predict the reaction yield, written as a fraction of the theoretical maximum amount of product (1.0 means a 100% yield; for example, 0.34 means a 34% yield). The reactants are [CH3:1][C:2]1([CH3:14])[CH2:6][CH2:5][CH2:4][C:3]1([C:8]1[N:12]([CH3:13])[N:11]=[CH:10][CH:9]=1)O.O.C1(C)C=CC(S(O)(=O)=O)=CC=1. The catalyst is C1(C)C=CC=CC=1. The product is [CH3:1][C:2]1([CH3:14])[C:3]([C:8]2[N:12]([CH3:13])[N:11]=[CH:10][CH:9]=2)=[CH:4][CH2:5][CH2:6]1. The yield is 0.900.